Dataset: Forward reaction prediction with 1.9M reactions from USPTO patents (1976-2016). Task: Predict the product of the given reaction. Given the reactants [CH:1]([N:4]1[C:9](=[O:10])[CH:8]=[CH:7][C:6]([C:11]2[N:16]=[C:15]([C:17]#[N:18])[C:14]([NH:19][CH2:20][C:21]3[CH:26]=[CH:25][C:24]([O:27][CH3:28])=[CH:23][CH:22]=3)=[N:13][C:12]=2[C:29]2[CH:34]=[CH:33][CH:32]=[CH:31][CH:30]=2)=[N:5]1)([CH3:3])[CH3:2].[H-].[Na+].Cl[CH2:38][C:39]1[CH:44]=[CH:43][C:42]([O:45][CH3:46])=[CH:41][CH:40]=1.O, predict the reaction product. The product is: [CH3:28][O:27][C:24]1[CH:23]=[CH:22][C:21]([CH2:20][N:19]([CH2:38][C:39]2[CH:44]=[CH:43][C:42]([O:45][CH3:46])=[CH:41][CH:40]=2)[C:14]2[C:15]([C:17]#[N:18])=[N:16][C:11]([C:6]3[CH:7]=[CH:8][C:9](=[O:10])[N:4]([CH:1]([CH3:3])[CH3:2])[N:5]=3)=[C:12]([C:29]3[CH:34]=[CH:33][CH:32]=[CH:31][CH:30]=3)[N:13]=2)=[CH:26][CH:25]=1.